Dataset: Forward reaction prediction with 1.9M reactions from USPTO patents (1976-2016). Task: Predict the product of the given reaction. (1) Given the reactants [CH3:1][C:2]1[CH:6]=[C:5]([NH2:7])[N:4]([C:8]2[CH:13]=[CH:12][CH:11]=[CH:10][CH:9]=2)[N:3]=1.Cl[C:15]1[N:23]=[CH:22][CH:21]=[CH:20][C:16]=1[C:17]([OH:19])=[O:18].C(=O)([O-])[O-].[K+].[K+].Cl, predict the reaction product. The product is: [CH3:1][C:2]1[CH:6]=[C:5]([NH:7][C:15]2[N:23]=[CH:22][CH:21]=[CH:20][C:16]=2[C:17]([OH:19])=[O:18])[N:4]([C:8]2[CH:9]=[CH:10][CH:11]=[CH:12][CH:13]=2)[N:3]=1. (2) The product is: [F:1][C:2]1[CH:7]=[C:6]([S:8][CH3:9])[CH:5]=[CH:4][C:3]=1[OH:10]. Given the reactants [F:1][C:2]1[CH:7]=[C:6]([S:8][CH3:9])[CH:5]=[CH:4][C:3]=1[O:10]C.B(Br)(Br)Br, predict the reaction product. (3) The product is: [CH2:2]=[CH:1][CH3:3].[CH2:2]1[O:5][CH:1]1[CH3:3].[CH2:2]([OH:6])[CH:1]([OH:5])[CH3:3]. Given the reactants [C:1]([OH:5])(C)([CH3:3])[CH3:2].[OH2:6], predict the reaction product.